Dataset: Forward reaction prediction with 1.9M reactions from USPTO patents (1976-2016). Task: Predict the product of the given reaction. (1) Given the reactants [NH2:1][CH2:2][CH2:3][NH:4][CH2:5][CH2:6][NH:7][CH2:8][CH2:9][NH2:10].[CH2:11]1[O:13][CH2:12]1.C(OCC1OC1)(=O)C(C)=C, predict the reaction product. The product is: [NH2:1][CH2:2][CH2:3][NH:4][CH2:5][CH2:6][NH:7][CH2:8][CH2:9][NH2:10].[CH2:12]1[O:13][CH2:11]1.[NH2:1][CH2:2][CH2:3][NH:4][CH2:5][CH2:6][NH:7][CH2:8][CH2:9][NH2:10]. (2) Given the reactants [CH2:1]([C@H:4]1[CH2:9][CH2:8][C@H:7]([CH:10]2[CH2:15][CH2:14][C:13]([C:16]([F:28])([F:27])[O:17][C:18]3[CH:23]=[C:22]([F:24])[C:21]([F:25])=[C:20]([F:26])[CH:19]=3)=[CH:12][CH2:11]2)[CH2:6][CH2:5]1)[CH2:2][CH3:3], predict the reaction product. The product is: [CH2:1]([C@H:4]1[CH2:5][CH2:6][C@H:7]([C@H:10]2[CH2:11][CH2:12][C@H:13]([C:16]([F:27])([F:28])[O:17][C:18]3[CH:19]=[C:20]([F:26])[C:21]([F:25])=[C:22]([F:24])[CH:23]=3)[CH2:14][CH2:15]2)[CH2:8][CH2:9]1)[CH2:2][CH3:3].